Predict the reaction yield, written as a fraction of the theoretical maximum amount of product (1.0 means a 100% yield; for example, 0.34 means a 34% yield). From a dataset of Reaction yield outcomes from USPTO patents with 853,638 reactions. The reactants are [Br:1][C:2]1[CH:3]=[C:4]([CH:7]=[CH:8][C:9]=1[F:10])[CH:5]=O.CO[CH:13](OC)[CH2:14][NH2:15].S(=O)(=O)(O)O.O=P12OP3(OP(OP(O3)(O1)=O)(=O)O2)=O.[OH-].[Na+]. The catalyst is C1(C)C=CC=CC=1. The product is [Br:1][C:2]1[CH:3]=[C:4]2[C:7]([CH:13]=[CH:14][N:15]=[CH:5]2)=[CH:8][C:9]=1[F:10]. The yield is 0.185.